This data is from Catalyst prediction with 721,799 reactions and 888 catalyst types from USPTO. The task is: Predict which catalyst facilitates the given reaction. Reactant: [OH:1][CH2:2][CH2:3][CH2:4][C:5]1[CH:16]=[CH:15][C:8]([O:9][CH2:10][C@@H:11]([OH:14])[CH2:12][OH:13])=[CH:7][CH:6]=1.CO[C:19](OC)([CH3:21])[CH3:20].C1(C)C=CC(S([O-])(=O)=O)=CC=1.[NH+]1C=CC=CC=1. Product: [CH3:20][C:19]1([CH3:21])[O:14][C@H:11]([CH2:10][O:9][C:8]2[CH:15]=[CH:16][C:5]([CH2:4][CH2:3][CH2:2][OH:1])=[CH:6][CH:7]=2)[CH2:12][O:13]1. The catalyst class is: 3.